From a dataset of Catalyst prediction with 721,799 reactions and 888 catalyst types from USPTO. Predict which catalyst facilitates the given reaction. (1) Reactant: [CH2:1]([CH:4]([CH2:7][CH2:8][CH2:9][CH2:10][CH3:11])[CH2:5][OH:6])[CH2:2][CH3:3].[C:12](O)(=[O:18])[CH2:13][CH2:14][CH2:15][CH2:16][CH3:17]. Product: [C:12]([O:6][CH2:5][CH:4]([CH2:1][CH2:2][CH3:3])[CH2:7][CH2:8][CH2:9][CH2:10][CH3:11])(=[O:18])[CH2:13][CH2:14][CH2:15][CH2:16][CH3:17]. The catalyst class is: 6. (2) Reactant: [CH3:1][S:2][C:3]1[C:4]2[CH:27]=[CH:26][NH:25][C:5]=2[N:6]=[C:7]([NH:9][C:10]2[CH:15]=[CH:14][C:13]([N:16]3[CH2:21][CH2:20][N:19]([C:22](=[O:24])[CH3:23])[CH2:18][CH2:17]3)=[CH:12][CH:11]=2)[N:8]=1.C1C=C(Cl)C=C(C(OO)=[O:36])C=1. Product: [CH3:1][S:2]([C:3]1[C:4]2[CH:27]=[CH:26][NH:25][C:5]=2[N:6]=[C:7]([NH:9][C:10]2[CH:11]=[CH:12][C:13]([N:16]3[CH2:21][CH2:20][N:19]([C:22](=[O:24])[CH3:23])[CH2:18][CH2:17]3)=[CH:14][CH:15]=2)[N:8]=1)=[O:36]. The catalyst class is: 2.